Dataset: Full USPTO retrosynthesis dataset with 1.9M reactions from patents (1976-2016). Task: Predict the reactants needed to synthesize the given product. (1) Given the product [Br:1][C:2]1[CH:3]=[C:4]2[C:8](=[CH:9][CH:10]=1)[N:7]([CH2:25][C:24]1[CH:27]=[CH:28][C:21]([CH:18]([CH3:20])[CH3:19])=[CH:22][CH:23]=1)[C:6]([C:11]([O:13][CH2:14][CH3:15])=[O:12])=[CH:5]2, predict the reactants needed to synthesize it. The reactants are: [Br:1][C:2]1[CH:3]=[C:4]2[C:8](=[CH:9][CH:10]=1)[NH:7][C:6]([C:11]([O:13][CH2:14][CH3:15])=[O:12])=[CH:5]2.[H-].[Na+].[CH:18]([C:21]1[CH:28]=[CH:27][C:24]([CH2:25]Br)=[CH:23][CH:22]=1)([CH3:20])[CH3:19]. (2) The reactants are: N[CH:2]([C:4]1[N:5]([C:16]2[CH:21]=[CH:20][CH:19]=[CH:18][CH:17]=2)[C:6](=[O:15])[C:7]2[C:12]([CH:13]=1)=[CH:11][CH:10]=[CH:9][C:8]=2[Cl:14])[CH3:3].N([O-])=[O:23].[Na+].C(=O)(O)[O-].[Na+]. Given the product [Cl:14][C:8]1[CH:9]=[CH:10][CH:11]=[C:12]2[C:7]=1[C:6](=[O:15])[N:5]([C:16]1[CH:21]=[CH:20][CH:19]=[CH:18][CH:17]=1)[C:4]([CH:2]([OH:23])[CH3:3])=[CH:13]2, predict the reactants needed to synthesize it. (3) Given the product [CH3:27][O:26][C:23]1[CH:24]=[C:25]2[C:20](=[CH:21][C:22]=1[O:28][CH2:29][CH2:30][N:31]1[CH2:36][CH2:35][O:34][CH2:33][CH2:32]1)[N:19]=[CH:18][N:17]=[C:16]2[O:8][C:4]1[CH:3]=[C:2]([CH:7]=[CH:6][CH:5]=1)[NH2:1], predict the reactants needed to synthesize it. The reactants are: [NH2:1][C:2]1[CH:3]=[C:4]([OH:8])[CH:5]=[CH:6][CH:7]=1.C(=O)([O-])[O-].[Cs+].[Cs+].Cl[C:16]1[C:25]2[C:20](=[CH:21][C:22]([O:28][CH2:29][CH2:30][N:31]3[CH2:36][CH2:35][O:34][CH2:33][CH2:32]3)=[C:23]([O:26][CH3:27])[CH:24]=2)[N:19]=[CH:18][N:17]=1. (4) Given the product [C:20]1([C:27]2[CH:28]=[CH:29][CH:30]=[CH:31][CH:32]=2)[CH:25]=[CH:24][CH:23]=[C:22]([O:26][CH2:15][CH2:14][O:13][C:10]2[CH:9]=[CH:8][C:7]([CH2:6][C@H:5]([O:17][CH3:18])[C:4]([OH:3])=[O:19])=[CH:12][CH:11]=2)[CH:21]=1, predict the reactants needed to synthesize it. The reactants are: C([O:3][C:4](=[O:19])[C@@H:5]([O:17][CH3:18])[CH2:6][C:7]1[CH:12]=[CH:11][C:10]([O:13][CH2:14][CH2:15]Br)=[CH:9][CH:8]=1)C.[C:20]1([C:27]2[CH:32]=[CH:31][CH:30]=[CH:29][CH:28]=2)[CH:25]=[CH:24][CH:23]=[C:22]([OH:26])[CH:21]=1.CO[C@@H](CC1C=CC(OCCCOC2C=CC=CC=2)=CC=1)C(O)=O. (5) Given the product [F:19][C:20]1([F:27])[CH2:25][CH2:24][C:23](=[N:2][NH:1][C:3]2[N:8]=[CH:7][N:6]=[C:5]([OH:9])[CH:4]=2)[CH2:22][CH2:21]1, predict the reactants needed to synthesize it. The reactants are: [NH:1]([C:3]1[N:8]=[CH:7][N:6]=[C:5]([OH:9])[CH:4]=1)[NH2:2].N(C1NC=NC(=O)C=1)N.[F:19][C:20]1([F:27])[CH2:25][CH2:24][C:23](=O)[CH2:22][CH2:21]1.